From a dataset of Catalyst prediction with 721,799 reactions and 888 catalyst types from USPTO. Predict which catalyst facilitates the given reaction. (1) Reactant: [C:1](Cl)(Cl)=[O:2].[C:5]([C:9]1[CH:13]=[C:12]([NH2:14])[N:11]([C:15]2[CH:20]=[CH:19][C:18]([CH3:21])=[CH:17][CH:16]=2)[N:10]=1)([CH3:8])([CH3:7])[CH3:6].C([O-])(O)=O.[Na+].[NH2:27][CH2:28][C:29]1[CH:56]=[C:55]([F:57])[CH:54]=[CH:53][C:30]=1[CH2:31][O:32][C:33]1[N:34]=[C:35]([S:51][CH3:52])[N:36]([C:40]2[CH:41]=[C:42]([CH:47]=[CH:48][C:49]=2[CH3:50])[C:43]([O:45][CH3:46])=[O:44])[C:37](=[O:39])[CH:38]=1. Product: [C:5]([C:9]1[CH:13]=[C:12]([NH:14][C:1]([NH:27][CH2:28][C:29]2[CH:56]=[C:55]([F:57])[CH:54]=[CH:53][C:30]=2[CH2:31][O:32][C:33]2[N:34]=[C:35]([S:51][CH3:52])[N:36]([C:40]3[CH:41]=[C:42]([CH:47]=[CH:48][C:49]=3[CH3:50])[C:43]([O:45][CH3:46])=[O:44])[C:37](=[O:39])[CH:38]=2)=[O:2])[N:11]([C:15]2[CH:16]=[CH:17][C:18]([CH3:21])=[CH:19][CH:20]=2)[N:10]=1)([CH3:8])([CH3:7])[CH3:6]. The catalyst class is: 2. (2) Reactant: CO[C:3](=[O:13])[C:4]1[C:9]([Cl:10])=[CH:8][CH:7]=[CH:6][C:5]=1[CH2:11]Br.[CH2:14]([NH2:21])[C:15]1[CH:20]=[CH:19][CH:18]=[CH:17][CH:16]=1.C([O-])([O-])=O.[K+].[K+].C(OCC)(=O)C. Product: [CH2:14]([N:21]1[CH2:11][C:5]2[C:4](=[C:9]([Cl:10])[CH:8]=[CH:7][CH:6]=2)[C:3]1=[O:13])[C:15]1[CH:20]=[CH:19][CH:18]=[CH:17][CH:16]=1. The catalyst class is: 345. (3) Reactant: [NH2:1][C:2]1[CH:13]=[CH:12][C:5]2[NH:6][C:7](=[O:11])[CH2:8][CH2:9][CH2:10][C:4]=2[C:3]=1[O:14][CH3:15].Cl[C:17]1[N:22]=[C:21]([NH:23][C:24]2[CH:29]=[CH:28][C:27]([N:30]3[CH2:35][CH2:34][O:33][CH2:32][CH2:31]3)=[CH:26][C:25]=2[O:36][CH3:37])[C:20]([Cl:38])=[CH:19][N:18]=1.Cl.COCCO. Product: [Cl:38][C:20]1[C:21]([NH:23][C:24]2[CH:29]=[CH:28][C:27]([N:30]3[CH2:31][CH2:32][O:33][CH2:34][CH2:35]3)=[CH:26][C:25]=2[O:36][CH3:37])=[N:22][C:17]([NH:1][C:2]2[CH:13]=[CH:12][C:5]3[NH:6][C:7](=[O:11])[CH2:8][CH2:9][CH2:10][C:4]=3[C:3]=2[O:14][CH3:15])=[N:18][CH:19]=1. The catalyst class is: 12.